From a dataset of Catalyst prediction with 721,799 reactions and 888 catalyst types from USPTO. Predict which catalyst facilitates the given reaction. (1) Reactant: Cl[C:2]1[N:3]=[CH:4][C:5]([C:8]([O:10][CH3:11])=[O:9])=[N:6][CH:7]=1.C([O-])([O-])=O.[K+].[K+].[NH:18]([CH3:20])[CH3:19].Cl. Product: [CH3:19][N:18]([CH3:20])[C:2]1[N:3]=[CH:4][C:5]([C:8]([O:10][CH3:11])=[O:9])=[N:6][CH:7]=1. The catalyst class is: 18. (2) Reactant: COC(OC)C1C=CC(C2C([C:20]3[CH:25]=[CH:24][C:23]([F:26])=[CH:22][CH:21]=3)C(=O)C3C(C(OC)=O)=CC=CC=3N2)=CC=1.CO[CH:36]([O:66]C)[C:37]1[CH:42]=[CH:41][C:40]([CH:43]2[CH:52]([C:53]3[CH:58]=[CH:57][C:56]([F:59])=[CH:55][CH:54]=3)[C:51](=O)[C:50]3[C:49]([C:61]([O:63]CC)=O)=[CH:48][CH:47]=[CH:46][C:45]=3[NH:44]2)=[CH:39][CH:38]=1.FC1C=CC([CH:75]2[CH:84](C3C=CC(F)=CC=3)[C:83](=O)[C:82]3[C:81]([C:93](OC)=[O:94])=[CH:80][CH:79]=[CH:78][C:77]=3[NH:76]2)=CC=1.O.[NH2:98][NH2:99].FC(F)(F)C(O)=O.C(=O)([O-])[O-].[K+].[K+]. Product: [F:59][C:56]1[CH:57]=[CH:58][C:53]([CH:52]2[C:51]3=[N:98][NH:99][C:61](=[O:63])[C:49]4[CH:48]=[CH:47][CH:46]=[C:45]([C:50]=43)[NH:44][CH:43]2[C:40]2[CH:41]=[CH:42][C:37]([CH:36]=[O:66])=[CH:38][CH:39]=2)=[CH:54][CH:55]=1.[F:59][C:56]1[CH:57]=[CH:58][C:53]([CH:75]2[NH:76][C:77]3[C:82]4[C:83](=[N:98][NH:99][C:93](=[O:94])[C:81]=4[CH:80]=[CH:79][CH:78]=3)[CH:84]2[C:20]2[CH:21]=[CH:22][C:23]([F:26])=[CH:24][CH:25]=2)=[CH:54][CH:55]=1. The catalyst class is: 4. (3) Reactant: [Cl:1][C:2]1[C:7]([Cl:8])=[C:6]([S:9](=[O:18])(=[O:17])[NH:10][C@@H:11]([CH3:16])[C:12]([F:15])([F:14])[F:13])[CH:5]=[CH:4][C:3]=1[C:19]1[S:23][C:22]([C:24]([NH2:26])=O)=[N:21][C:20]=1[C:27]([N:29]1[CH2:34][CH2:33][CH:32]([F:35])[CH2:31][CH2:30]1)=[O:28].CCN(C(C)C)C(C)C.C(OC(C(F)(F)F)=O)(C(F)(F)F)=O. Product: [Cl:8][C:7]1[C:2]([Cl:1])=[C:3]([C:19]2[S:23][C:22]([C:24]#[N:26])=[N:21][C:20]=2[C:27]([N:29]2[CH2:30][CH2:31][CH:32]([F:35])[CH2:33][CH2:34]2)=[O:28])[CH:4]=[CH:5][C:6]=1[S:9]([NH:10][C@@H:11]([CH3:16])[C:12]([F:13])([F:15])[F:14])(=[O:18])=[O:17]. The catalyst class is: 76. (4) Reactant: [OH-].[Na+].C([O:5][C:6](=[O:31])[C@@H:7]([OH:30])[C@@H:8]([NH:16][C:17](=[O:29])[C:18]1[CH:23]=[CH:22][CH:21]=[C:20]([O:24]C(=O)C)[C:19]=1[CH3:28])[CH2:9][C:10]1[CH:15]=[CH:14][CH:13]=[CH:12][CH:11]=1)C. Product: [OH:30][C@@H:7]([C@@H:8]([NH:16][C:17](=[O:29])[C:18]1[CH:23]=[CH:22][CH:21]=[C:20]([OH:24])[C:19]=1[CH3:28])[CH2:9][C:10]1[CH:11]=[CH:12][CH:13]=[CH:14][CH:15]=1)[C:6]([OH:31])=[O:5]. The catalyst class is: 7.